From a dataset of Drug-target binding data from BindingDB using IC50 measurements. Regression. Given a target protein amino acid sequence and a drug SMILES string, predict the binding affinity score between them. We predict pIC50 (pIC50 = -log10(IC50 in M); higher means more potent). Dataset: bindingdb_ic50. The small molecule is CC(C)C[C@H](NC(=O)[C@H](Cc1c(F)c(F)c(F)c(F)c1F)NC(=O)c1cnccn1)B1OC2C[C@@H]3C[C@@H](C3(C)C)[C@]2(C)O1. The target protein (P20618) has sequence MLSSTAMYSAPGRDLGMEPHRAAGPLQLRFSPYVFNGGTILAIAGEDFAIVASDTRLSEGFSIHTRDSPKCYKLTDKTVIGCSGFHGDCLTLTKIIEARLKMYKHSNNKAMTTGAIAAMLSTILYSRRFFPYYVYNIIGGLDEEGKGAVYSFDPVGSYQRDSFKAGGSASAMLQPLLDNQVGFKNMQNVEHVPLSLDRAMRLVKDVFISAAERDVYTGDALRICIVTKEGIREETVSLRKD. The pIC50 is 6.4.